The task is: Predict the reactants needed to synthesize the given product.. This data is from Full USPTO retrosynthesis dataset with 1.9M reactions from patents (1976-2016). (1) Given the product [CH:18]([C:7]1[CH:6]=[C:5]2[C:10](=[CH:9][CH:8]=1)[O:1][CH:2]([C:11]([OH:13])=[O:12])[CH2:3][CH2:4]2)=[O:19], predict the reactants needed to synthesize it. The reactants are: [O:1]1[C:10]2[C:5](=[CH:6][CH:7]=[CH:8][CH:9]=2)[CH2:4][CH2:3][CH:2]1[C:11]([OH:13])=[O:12].[Cl-].[Al+3].[Cl-].[Cl-].[CH3:18][O:19]C(Cl)Cl.Cl. (2) Given the product [Cl:1][C:2]1[CH:3]=[C:4]([C:9]2[CH:10]=[C:11]([C:14]3[CH:15]=[C:16]4[C:21](=[CH:22][CH:23]=3)[N:20]=[CH:19][CH:18]=[N:17]4)[N:12]([CH:31]([C:33]3[CH:45]=[CH:44][C:36]([C:37]([O:39][C:40]([CH3:42])([CH3:41])[CH3:43])=[O:38])=[CH:35][CH:34]=3)[CH3:32])[N:13]=2)[CH:5]=[C:6]([Cl:8])[CH:7]=1, predict the reactants needed to synthesize it. The reactants are: [Cl:1][C:2]1[CH:3]=[C:4]([C:9]2[NH:13][N:12]=[C:11]([C:14]3[CH:15]=[C:16]4[C:21](=[CH:22][CH:23]=3)[N:20]=[CH:19][CH:18]=[N:17]4)[CH:10]=2)[CH:5]=[C:6]([Cl:8])[CH:7]=1.C([O-])([O-])=O.[Cs+].[Cs+].Br[CH:31]([C:33]1[CH:45]=[CH:44][C:36]([C:37]([O:39][C:40]([CH3:43])([CH3:42])[CH3:41])=[O:38])=[CH:35][CH:34]=1)[CH3:32]. (3) Given the product [C:1]([O:9][C:10]1[C:19]2[C:14](=[CH:15][CH:16]=[CH:17][CH:18]=2)[C:13]([OH:20])=[C:12]([CH3:29])[C:11]=1[CH2:30]/[CH:31]=[C:32](\[CH3:64])/[CH2:33][CH2:34]/[CH:35]=[C:36](\[CH3:63])/[CH2:37][CH2:38]/[CH:39]=[C:40](\[CH3:62])/[CH2:41][CH2:42]/[CH:43]=[C:44](\[CH3:61])/[CH2:45][CH2:46]/[CH:47]=[C:48](\[CH3:60])/[CH2:49][CH2:50]/[CH:51]=[C:52](\[CH3:59])/[CH2:53][CH2:54][CH:55]=[C:56]([CH3:58])[CH3:57])(=[O:8])[C:2]1[CH:3]=[CH:4][CH:5]=[CH:6][CH:7]=1.[C:21]([O:20][C:13]1[C:14]2[C:19](=[CH:18][CH:17]=[CH:16][CH:15]=2)[C:10]([OH:9])=[C:11]([CH2:30]/[CH:31]=[C:32](\[CH3:64])/[CH2:33][CH2:34]/[CH:35]=[C:36](\[CH3:63])/[CH2:37][CH2:38]/[CH:39]=[C:40](\[CH3:62])/[CH2:41][CH2:42]/[CH:43]=[C:44](\[CH3:61])/[CH2:45][CH2:46]/[CH:47]=[C:48](\[CH3:60])/[CH2:49][CH2:50]/[CH:51]=[C:52](\[CH3:59])/[CH2:53][CH2:54][CH:55]=[C:56]([CH3:57])[CH3:58])[C:12]=1[CH3:29])(=[O:28])[C:22]1[CH:23]=[CH:24][CH:25]=[CH:26][CH:27]=1, predict the reactants needed to synthesize it. The reactants are: [C:1]([O:9][C:10]1[C:19]2[C:14](=[CH:15][CH:16]=[CH:17][CH:18]=2)[C:13]([O:20][C:21](=[O:28])[C:22]2[CH:27]=[CH:26][CH:25]=[CH:24][CH:23]=2)=[C:12]([CH3:29])[C:11]=1[CH2:30]/[CH:31]=[C:32](\[CH3:64])/[CH2:33][CH2:34]/[CH:35]=[C:36](\[CH3:63])/[CH2:37][CH2:38]/[CH:39]=[C:40](\[CH3:62])/[CH2:41][CH2:42]/[CH:43]=[C:44](\[CH3:61])/[CH2:45][CH2:46]/[CH:47]=[C:48](\[CH3:60])/[CH2:49][CH2:50]/[CH:51]=[C:52](\[CH3:59])/[CH2:53][CH2:54][CH:55]=[C:56]([CH3:58])[CH3:57])(=[O:8])[C:2]1[CH:7]=[CH:6][CH:5]=[CH:4][CH:3]=1.O. (4) Given the product [Cl:9][C:10]1[CH:25]=[CH:24][C:13]([CH2:14][N:15]2[CH:16]=[C:17]([CH2:22][N:2]([CH3:1])[C:3]3[CH:8]=[CH:7][CH:6]=[CH:5][CH:4]=3)[CH:18]=[CH:19][C:20]2=[O:21])=[CH:12][CH:11]=1, predict the reactants needed to synthesize it. The reactants are: [CH3:1][NH:2][C:3]1[CH:8]=[CH:7][CH:6]=[CH:5][CH:4]=1.[Cl:9][C:10]1[CH:25]=[CH:24][C:13]([CH2:14][N:15]2[C:20](=[O:21])[CH:19]=[CH:18][C:17]([CH:22]=O)=[CH:16]2)=[CH:12][CH:11]=1.CC(O)=O.[BH-](OC(C)=O)(OC(C)=O)OC(C)=O.[Na+]. (5) Given the product [Cl:1][C:2]1[C:7]([C:8]([O:10][CH2:11][CH3:12])=[O:9])=[C:6]([F:13])[C:5]([CH2:14][NH:15][C:16](=[O:22])[C:17]([CH3:21])([CH3:20])[CH2:18][F:29])=[CH:4][CH:3]=1, predict the reactants needed to synthesize it. The reactants are: [Cl:1][C:2]1[C:7]([C:8]([O:10][CH2:11][CH3:12])=[O:9])=[C:6]([F:13])[C:5]([CH2:14][NH:15][C:16](=[O:22])[C:17]([CH3:21])([CH3:20])[CH2:18]O)=[CH:4][CH:3]=1.C(N(S(F)(F)[F:29])CC)C. (6) Given the product [CH2:1]([C:8]1[CH:17]=[C:16]2[C:11]([C:12]([OH:24])=[C:13]([C:19]([NH:29][CH2:28][CH:25]3[CH2:27][CH2:26]3)=[O:21])[C:14](=[O:18])[NH:15]2)=[N:10][CH:9]=1)[C:2]1[CH:3]=[CH:4][CH:5]=[CH:6][CH:7]=1, predict the reactants needed to synthesize it. The reactants are: [CH2:1]([C:8]1[CH:17]=[C:16]2[C:11]([C:12]([OH:24])=[C:13]([C:19]([O:21]CC)=O)[C:14](=[O:18])[NH:15]2)=[N:10][CH:9]=1)[C:2]1[CH:7]=[CH:6][CH:5]=[CH:4][CH:3]=1.[CH:25]1([CH2:28][NH2:29])[CH2:27][CH2:26]1. (7) Given the product [C:11]([O:10][C:8]([N:5]1[CH2:4][CH2:3][CH:2]([NH:1][C:35]([CH2:34][N:27]([CH2:26][C:22]2[CH:21]=[C:20]([C:18]([O:17][CH2:15][CH3:16])=[O:19])[CH:25]=[CH:24][N:23]=2)[C:28](=[O:33])[C:29]([F:30])([F:31])[F:32])=[O:36])[CH2:7][CH2:6]1)=[O:9])([CH3:14])([CH3:13])[CH3:12], predict the reactants needed to synthesize it. The reactants are: [NH2:1][CH:2]1[CH2:7][CH2:6][N:5]([C:8]([O:10][C:11]([CH3:14])([CH3:13])[CH3:12])=[O:9])[CH2:4][CH2:3]1.[CH2:15]([O:17][C:18]([C:20]1[CH:25]=[CH:24][N:23]=[C:22]([CH2:26][N:27]([CH2:34][C:35](O)=[O:36])[C:28](=[O:33])[C:29]([F:32])([F:31])[F:30])[CH:21]=1)=[O:19])[CH3:16]. (8) The reactants are: [Cl:1][C:2]1[CH:3]=[C:4]([CH:8]=[CH:9][C:10]=1[C:11](=[O:26])[NH:12][C:13]1[CH:18]=[CH:17][C:16]([Cl:19])=[C:15]([C:20]2[CH:25]=[CH:24][CH:23]=[CH:22][N:21]=2)[CH:14]=1)[C:5](O)=[O:6].Cl.[CH2:28]([NH:30][CH2:31][CH3:32])[CH3:29]. Given the product [Cl:1][C:2]1[CH:3]=[C:4]([C:5]([N:30]([CH2:31][CH3:32])[CH2:28][CH3:29])=[O:6])[CH:8]=[CH:9][C:10]=1[C:11]([NH:12][C:13]1[CH:18]=[CH:17][C:16]([Cl:19])=[C:15]([C:20]2[CH:25]=[CH:24][CH:23]=[CH:22][N:21]=2)[CH:14]=1)=[O:26], predict the reactants needed to synthesize it. (9) The reactants are: [C:1]([O:5][C:6]([N:8]1[CH2:13][CH2:12][CH:11]([CH:14]2[O:23][C:17]3=[CH:18][N:19]=[C:20](Cl)[CH:21]=[C:16]3[CH2:15]2)[CH2:10][CH2:9]1)=[O:7])([CH3:4])([CH3:3])[CH3:2].[F:24][C:25]1[CH:30]=[C:29]([CH2:31][S:32]([CH3:35])(=[O:34])=[O:33])[CH:28]=[CH:27][C:26]=1B1OC(C)(C)C(C)(C)O1. Given the product [C:1]([O:5][C:6]([N:8]1[CH2:13][CH2:12][CH:11]([CH:14]2[O:23][C:17]3=[CH:18][N:19]=[C:20]([C:26]4[CH:27]=[CH:28][C:29]([CH2:31][S:32]([CH3:35])(=[O:34])=[O:33])=[CH:30][C:25]=4[F:24])[CH:21]=[C:16]3[CH2:15]2)[CH2:10][CH2:9]1)=[O:7])([CH3:4])([CH3:3])[CH3:2], predict the reactants needed to synthesize it.